Task: Predict the reaction yield, written as a fraction of the theoretical maximum amount of product (1.0 means a 100% yield; for example, 0.34 means a 34% yield).. Dataset: Reaction yield outcomes from USPTO patents with 853,638 reactions (1) The reactants are [CH2:1]([CH:3]1[C:16]2[C:11](=[CH:12][CH:13]=[C:14]([F:17])[CH:15]=2)[C:10]2[CH:9]=[CH:8][CH:7]=[CH:6][C:5]=2[N:4]1[S:18]([C:21]1[CH:26]=[CH:25][C:24]([OH:27])=[CH:23][CH:22]=1)(=[O:20])=[O:19])[CH3:2].N1C=CC=CC=1.[C:34](Cl)(=[O:41])[C:35]1[CH:40]=[CH:39][CH:38]=[CH:37][CH:36]=1. The catalyst is ClCCl. The product is [C:34]([O:27][C:24]1[CH:23]=[CH:22][C:21]([S:18]([N:4]2[CH:3]([CH2:1][CH3:2])[C:16]3[C:11](=[CH:12][CH:13]=[C:14]([F:17])[CH:15]=3)[C:10]3[CH:9]=[CH:8][CH:7]=[CH:6][C:5]2=3)(=[O:20])=[O:19])=[CH:26][CH:25]=1)(=[O:41])[C:35]1[CH:40]=[CH:39][CH:38]=[CH:37][CH:36]=1. The yield is 0.590. (2) The reactants are [H-].[Na+].[C:3](OCC)(=O)[CH2:4][C:5]([CH3:7])=[O:6].[F:12][C:13]1[CH:18]=[CH:17][C:16]([N+:19]([O-:21])=[O:20])=C(F)[C:14]=1[F:23]. The catalyst is C1COCC1. The product is [C:5]([CH2:4][C:3]1[C:14]([F:23])=[C:13]([F:12])[CH:18]=[CH:17][C:16]=1[N+:19]([O-:21])=[O:20])(=[O:6])[CH3:7]. The yield is 0.720.